From a dataset of Catalyst prediction with 721,799 reactions and 888 catalyst types from USPTO. Predict which catalyst facilitates the given reaction. Reactant: [Li].C1C2C(=CC=CC=2)C=CC=1.Cl[P:13]([C:20]1[CH:25]=[CH:24][CH:23]=[CH:22][CH:21]=1)[C:14]1[CH:19]=[CH:18][CH:17]=[CH:16][CH:15]=1.[CH3:26][C:27]1[CH:35]=[C:34]([CH3:36])[CH:33]=[C:32]([CH3:37])[C:28]=1[C:29](Cl)=[O:30].[OH:38]O. Product: [CH3:26][C:27]1[CH:35]=[C:34]([CH3:36])[CH:33]=[C:32]([CH3:37])[C:28]=1[C:29]([P:13](=[O:38])([C:20]1[CH:25]=[CH:24][CH:23]=[CH:22][CH:21]=1)[C:14]1[CH:19]=[CH:18][CH:17]=[CH:16][CH:15]=1)=[O:30]. The catalyst class is: 1.